From a dataset of Forward reaction prediction with 1.9M reactions from USPTO patents (1976-2016). Predict the product of the given reaction. (1) The product is: [C:1]([C:5]1[CH:10]=[CH:9][C:8]([C:11]2[N:15]=[C:14]([C:16]3[N:20]=[C:19]([CH3:21])[N:18]([CH2:22][C:23]4[CH:28]=[CH:27][N:26]=[C:25]([N:34]5[CH2:35][CH2:36][N:31]([CH3:30])[CH2:32][CH2:33]5)[CH:24]=4)[N:17]=3)[O:13][N:12]=2)=[CH:7][CH:6]=1)([CH3:4])([CH3:3])[CH3:2]. Given the reactants [C:1]([C:5]1[CH:10]=[CH:9][C:8]([C:11]2[N:15]=[C:14]([C:16]3[N:20]=[C:19]([CH3:21])[N:18]([CH2:22][C:23]4[CH:28]=[CH:27][N:26]=[C:25](Cl)[CH:24]=4)[N:17]=3)[O:13][N:12]=2)=[CH:7][CH:6]=1)([CH3:4])([CH3:3])[CH3:2].[CH3:30][N:31]1[CH2:36][CH2:35][NH:34][CH2:33][CH2:32]1, predict the reaction product. (2) Given the reactants [NH2:1][C:2]1[CH:3]=[CH:4][C:5]([C:8]([CH3:19])([C:14]([O:16][CH2:17][CH3:18])=[O:15])[C:9]([O:11][CH2:12][CH3:13])=[O:10])=[N:6][CH:7]=1.[Br-:20].[Na+].OOS([O-])=O.[K+], predict the reaction product. The product is: [NH2:1][C:2]1[CH:3]=[CH:4][C:5]([C:8]([CH3:19])([C:9]([O:11][CH2:12][CH3:13])=[O:10])[C:14]([O:16][CH2:17][CH3:18])=[O:15])=[N:6][C:7]=1[Br:20]. (3) Given the reactants [Cl:1][C:2]1[C:7]([CH3:8])=[C:6]([B:9]2[O:13][C:12]([CH3:15])([CH3:14])[C:11]([CH3:17])([CH3:16])[O:10]2)[CH:5]=[CH:4][C:3]=1[OH:18].[CH:19]1C=CC(P(C2C=CC=CC=2)C2C=CC=CC=2)=CC=1.N(C(OC(C)(C)C)=O)=NC(OC(C)(C)C)=O, predict the reaction product. The product is: [Cl:1][C:2]1[C:7]([CH3:8])=[C:6]([B:9]2[O:13][C:12]([CH3:14])([CH3:15])[C:11]([CH3:17])([CH3:16])[O:10]2)[CH:5]=[CH:4][C:3]=1[O:18][CH3:19]. (4) Given the reactants C([N:4]1[C:9](=[O:10])[C:8]([Br:11])=[CH:7][C:6]2[CH:12]=[N:13][N:14]([C:15]3[CH:20]=[CH:19][C:18]([F:21])=[CH:17][C:16]=3[F:22])[C:5]1=2)C=C.C[N+]1([O-])CC[O:27]CC1.[C:31]([OH:35])(C)([CH3:33])[CH3:32], predict the reaction product. The product is: [Br:11][C:8]1[C:9](=[O:10])[N:4]([CH2:32][CH:31]([OH:35])[CH2:33][OH:27])[C:5]2[N:14]([C:15]3[CH:20]=[CH:19][C:18]([F:21])=[CH:17][C:16]=3[F:22])[N:13]=[CH:12][C:6]=2[CH:7]=1. (5) Given the reactants [CH2:1]([O:3][C:4](=[O:11])[CH:5]=[CH:6][C:7]([F:10])([F:9])[F:8])[CH3:2].CN(C)C(N(C)C)=N.[N+:20]([CH3:23])([O-:22])=[O:21], predict the reaction product. The product is: [CH2:1]([O:3][C:4](=[O:11])[CH2:5][CH:6]([CH2:23][N+:20]([O-:22])=[O:21])[C:7]([F:9])([F:10])[F:8])[CH3:2]. (6) Given the reactants [NH3:1].[F:2][C:3]1[CH:11]=[C:10](F)[C:9]([N+:13]([O-:15])=[O:14])=[CH:8][C:4]=1[C:5]([OH:7])=[O:6].Cl, predict the reaction product. The product is: [F:2][C:3]1[CH:11]=[C:10]([NH2:1])[C:9]([N+:13]([O-:15])=[O:14])=[CH:8][C:4]=1[C:5]([OH:7])=[O:6]. (7) Given the reactants C(OC([N:8]1[CH2:13][CH2:12][N:11]([C:14]2[C:19]([Cl:20])=[C:18]([Cl:21])[N:17]=[C:16]([NH:22][CH3:23])[N:15]=2)[CH2:10][CH2:9]1)=O)(C)(C)C.[ClH:24], predict the reaction product. The product is: [ClH:20].[ClH:24].[Cl:21][C:18]1[C:19]([Cl:20])=[C:14]([N:11]2[CH2:12][CH2:13][NH:8][CH2:9][CH2:10]2)[N:15]=[C:16]([NH:22][CH3:23])[N:17]=1. (8) Given the reactants C[O:2][C:3]([C@@H:5]1[CH2:9][C@H:8]([O:10][C:11]2[CH:16]=[CH:15][CH:14]=[C:13]([Cl:17])[CH:12]=2)[CH2:7][N:6]1[C:18]([O:20][C:21]([CH3:24])([CH3:23])[CH3:22])=[O:19])=[O:4].O[Li].O, predict the reaction product. The product is: [C:21]([O:20][C:18]([N:6]1[CH2:7][C@@H:8]([O:10][C:11]2[CH:16]=[CH:15][CH:14]=[C:13]([Cl:17])[CH:12]=2)[CH2:9][C@H:5]1[C:3]([OH:4])=[O:2])=[O:19])([CH3:24])([CH3:22])[CH3:23]. (9) Given the reactants [CH:1]1([S:4]([C:7]2[CH:12]=[CH:11][C:10]([CH:13]([O:17][C@@H:18]3[CH2:22][CH2:21][O:20][CH2:19]3)[C:14]([OH:16])=O)=[CH:9][CH:8]=2)(=[O:6])=[O:5])[CH2:3][CH2:2]1.[NH2:23][C:24]1[S:25][C:26]([O:29][C:30]2[CH:31]=[CH:32][C:33]([CH3:40])=[C:34]([CH:39]=2)[C:35]([O:37][CH3:38])=[O:36])=[CH:27][N:28]=1.C1C=CC2N(O)N=NC=2C=1.CCN=C=NCCCN(C)C.CN1CCOCC1, predict the reaction product. The product is: [CH:1]1([S:4]([C:7]2[CH:8]=[CH:9][C:10]([CH:13]([O:17][C@@H:18]3[CH2:22][CH2:21][O:20][CH2:19]3)[C:14]([NH:23][C:24]3[S:25][C:26]([O:29][C:30]4[CH:31]=[CH:32][C:33]([CH3:40])=[C:34]([CH:39]=4)[C:35]([O:37][CH3:38])=[O:36])=[CH:27][N:28]=3)=[O:16])=[CH:11][CH:12]=2)(=[O:6])=[O:5])[CH2:2][CH2:3]1. (10) Given the reactants C([O:4][C@@H:5]1[C@@H:13]([CH2:14][O:15]C(=O)C)[O:12][C@H:11]2[C@H:7]([N:8]=[C:9]([N:19]3[CH2:22][CH2:21][CH2:20]3)[S:10]2)[C@H:6]1[O:23]C(=O)C)(=O)C.C(=O)([O-])[O-].[K+].[K+], predict the reaction product. The product is: [N:19]1([C:9]2[S:10][C@H:11]3[O:12][C@H:13]([CH2:14][OH:15])[C@@H:5]([OH:4])[C@H:6]([OH:23])[C@H:7]3[N:8]=2)[CH2:22][CH2:21][CH2:20]1.